Dataset: Full USPTO retrosynthesis dataset with 1.9M reactions from patents (1976-2016). Task: Predict the reactants needed to synthesize the given product. Given the product [OH:24][CH:25]1[CH2:30][CH2:29][N:28]([C:19]([C:18]2[CH:17]=[N:16][C:15]([O:14][CH2:13][C:3]3[C:4]([C:7]4[CH:8]=[CH:9][CH:10]=[CH:11][CH:12]=4)=[N:5][O:6][C:2]=3[CH3:1])=[CH:23][CH:22]=2)=[O:21])[CH2:27][CH2:26]1, predict the reactants needed to synthesize it. The reactants are: [CH3:1][C:2]1[O:6][N:5]=[C:4]([C:7]2[CH:12]=[CH:11][CH:10]=[CH:9][CH:8]=2)[C:3]=1[CH2:13][O:14][C:15]1[CH:23]=[CH:22][C:18]([C:19]([OH:21])=O)=[CH:17][N:16]=1.[OH:24][CH:25]1[CH2:30][CH2:29][NH:28][CH2:27][CH2:26]1.